Predict the reaction yield, written as a fraction of the theoretical maximum amount of product (1.0 means a 100% yield; for example, 0.34 means a 34% yield). From a dataset of Reaction yield outcomes from USPTO patents with 853,638 reactions. (1) The reactants are [CH3:1][N:2]1[NH:6][CH:5]=[CH:4]O1.[Li]CCCC.[Mg+2].[Br-].[Br-].CC[O:17]CC.[CH2:20]([O:27][C:28]1[CH:29]=[C:30]([C:34]2[CH:35]=[C:36]([CH:39]=[CH:40][CH:41]=2)[CH:37]=[O:38])[CH:31]=[CH:32][CH:33]=1)[C:21]1[CH:26]=[CH:25][CH:24]=[CH:23][CH:22]=1. The catalyst is C1COCC1.CCCCCC.[NH4+].[Cl-].CCOC(C)=O. The product is [CH2:20]([O:27][C:28]1[CH:29]=[C:30]([C:34]2[CH:41]=[CH:40][CH:39]=[C:36]([CH:37]([C:1]3[O:17][C:5]([CH3:4])=[N:6][N:2]=3)[OH:38])[CH:35]=2)[CH:31]=[CH:32][CH:33]=1)[C:21]1[CH:22]=[CH:23][CH:24]=[CH:25][CH:26]=1. The yield is 0.500. (2) The yield is 0.973. The reactants are [N+:1]([C:4]1[C:5]([O:19][CH3:20])=[C:6]([C:11]2[O:15][C:14]([C:16]([OH:18])=[O:17])=[CH:13][CH:12]=2)[CH:7]=[C:8]([CH3:10])[CH:9]=1)([O-])=O.C([O-])=O.[NH4+]. The product is [NH2:1][C:4]1[C:5]([O:19][CH3:20])=[C:6]([C:11]2[O:15][C:14]([C:16]([OH:18])=[O:17])=[CH:13][CH:12]=2)[CH:7]=[C:8]([CH3:10])[CH:9]=1. The catalyst is C(OCC)(=O)C.[Pd].